Dataset: Full USPTO retrosynthesis dataset with 1.9M reactions from patents (1976-2016). Task: Predict the reactants needed to synthesize the given product. Given the product [CH2:2]([C:6]1[C:14]2[O:13][CH2:12][CH:11]([C:15]3[CH:20]=[CH:19][C:18]([CH:21]([CH3:23])[CH3:22])=[CH:17][CH:16]=3)[C:10]=2[C:9]([CH3:24])=[C:8]([NH:25][C:26](=[O:32])[CH2:27][C:28]([CH3:29])([CH3:31])[CH3:30])[C:7]=1[CH3:33])[CH2:3][CH2:4][CH3:5], predict the reactants needed to synthesize it. The reactants are: O[CH:2]([C:6]1[C:14]2[O:13][CH2:12][CH:11]([C:15]3[CH:20]=[CH:19][C:18]([CH:21]([CH3:23])[CH3:22])=[CH:17][CH:16]=3)[C:10]=2[C:9]([CH3:24])=[C:8]([NH:25][C:26](=[O:32])[CH2:27][C:28]([CH3:31])([CH3:30])[CH3:29])[C:7]=1[CH3:33])[CH2:3][CH2:4][CH3:5].